Predict which catalyst facilitates the given reaction. From a dataset of Catalyst prediction with 721,799 reactions and 888 catalyst types from USPTO. (1) The catalyst class is: 8. Product: [CH2:16]([O:18][C:6]1[NH:2][N:1]=[C:4]([C:7]2[CH:12]=[CH:11][CH:10]=[C:9]([I:13])[CH:8]=2)[N:5]=1)[CH3:17]. Reactant: [NH2:1][N:2]1[CH2:6][N:5]=[C:4]([C:7]2[CH:12]=[CH:11][CH:10]=[C:9]([I:13])[CH:8]=2)O1.[OH-].[K+].[C:16](O)(=[O:18])[CH3:17]. (2) Reactant: [CH2:1]([C:4]1[S:28][C:7]2[N:8]=[C:9]([C:25](O)=[O:26])[N:10]=[C:11]([N:12]3[CH2:17][CH2:16][N:15]4[C:18]([C:21]([F:24])([F:23])[F:22])=[N:19][N:20]=[C:14]4[CH2:13]3)[C:6]=2[CH:5]=1)[CH2:2][CH3:3].[CH2:29]([O:31][C:32](=[O:35])[CH2:33][NH2:34])[CH3:30].Cl.CN(C(ON1N=NC2C=CC=NC1=2)=[N+](C)C)C.F[P-](F)(F)(F)(F)F.C(N(CC)CC)C. Product: [CH2:29]([O:31][C:32](=[O:35])[CH2:33][NH:34][C:25]([C:9]1[N:10]=[C:11]([N:12]2[CH2:17][CH2:16][N:15]3[C:18]([C:21]([F:23])([F:24])[F:22])=[N:19][N:20]=[C:14]3[CH2:13]2)[C:6]2[CH:5]=[C:4]([CH2:1][CH2:2][CH3:3])[S:28][C:7]=2[N:8]=1)=[O:26])[CH3:30]. The catalyst class is: 9. (3) The catalyst class is: 546. Product: [CH2:60]([CH2:62][NH2:72])[CH2:59][C@H:58]([NH2:64])[C:57]([OH:65])=[O:81].[CH3:1][C@@H:2]1[C@@H:41]([OH:42])[C@@H:40]([CH3:43])[C@H:39]([CH3:44])[O:38][C:36](=[O:37])[CH2:35][C@H:34]([OH:45])[CH2:33][C@H:32]([OH:46])[CH2:31][CH2:30][C@@H:29]([OH:47])[C@H:28]([OH:48])[CH2:27][C@H:26]([OH:49])[CH2:25][C@@:23]2([OH:50])[O:24][C@H:19]([C@H:20]([C:52]([OH:54])=[O:53])[C@@H:21]([OH:51])[CH2:22]2)[CH2:18][C@@H:17]([O:55][C@@H:56]2[O:61][C@H:60]([CH3:62])[C@@H:59]([OH:63])[C@H:58]([NH2:64])[C@@H:57]2[OH:65])[CH:16]=[CH:15][CH:14]=[CH:13][CH:12]=[CH:11][CH:10]=[CH:9][CH:8]=[CH:7][CH:6]=[CH:5][CH:4]=[CH:3]1. Reactant: [CH3:1][C@@H:2]1[C@@H:41]([OH:42])[C@@H:40]([CH3:43])[C@H:39]([CH3:44])[O:38][C:36](=[O:37])[CH2:35][C@H:34]([OH:45])[CH2:33][C@H:32]([OH:46])[CH2:31][CH2:30][C@@H:29]([OH:47])[C@H:28]([OH:48])[CH2:27][C@H:26]([OH:49])[CH2:25][C@@:23]2([OH:50])[O:24][C@H:19]([C@H:20]([C:52]([OH:54])=[O:53])[C@@H:21]([OH:51])[CH2:22]2)[CH2:18][C@@H:17]([O:55][C@@H:56]2[O:61][C@H:60]([CH3:62])[C@@H:59]([OH:63])[C@H:58]([NH2:64])[C@@H:57]2[OH:65])[CH:16]=[CH:15][CH:14]=[CH:13][CH:12]=[CH:11][CH:10]=[CH:9][CH:8]=[CH:7][CH:6]=[CH:5][CH:4]=[CH:3]1.C1([N:72]=C=NC2CCCCC2)CCCCC1.[OH2:81]. (4) Reactant: [C:1]([NH:4][CH:5]([C:11]([O:13]CC)=O)[C:6]([O:8]CC)=O)(=[O:3])[CH3:2].Cl.[C:17]([NH2:20])(=[NH:19])[CH3:18].C[O-].[Na+]. Product: [OH:8][C:6]1[C:5]([NH:4][C:1](=[O:3])[CH3:2])=[C:11]([OH:13])[N:20]=[C:17]([CH3:18])[N:19]=1. The catalyst class is: 5.